Dataset: Forward reaction prediction with 1.9M reactions from USPTO patents (1976-2016). Task: Predict the product of the given reaction. Given the reactants [Cl:1][C:2]1[CH:19]=[C:18]([Cl:20])[CH:17]=[CH:16][C:3]=1[CH2:4][N:5]([CH3:15])[CH2:6][C:7]([C:9]1[CH:14]=[CH:13][CH:12]=[CH:11][CH:10]=1)=[O:8].[BH4-].[Na+], predict the reaction product. The product is: [Cl:1][C:2]1[CH:19]=[C:18]([Cl:20])[CH:17]=[CH:16][C:3]=1[CH2:4][N:5]([CH3:15])[CH2:6][CH:7]([C:9]1[CH:14]=[CH:13][CH:12]=[CH:11][CH:10]=1)[OH:8].